Task: Predict the product of the given reaction.. Dataset: Forward reaction prediction with 1.9M reactions from USPTO patents (1976-2016) (1) Given the reactants C(=O)=O.[CH3:4][NH:5][CH3:6].[CH3:7][O:8][C:9]1[CH:14]=[CH:13][C:12]([CH2:15][C:16]([OH:18])=[O:17])=[CH:11][CH:10]=1, predict the reaction product. The product is: [CH3:4][NH2+:5][CH3:6].[CH3:7][O:8][C:9]1[CH:10]=[CH:11][C:12]([CH2:15][C:16]([O-:18])=[O:17])=[CH:13][CH:14]=1. (2) Given the reactants [OH:1][C:2]1[CH:7]=[CH:6][C:5]([CH2:8][CH2:9][S:10][CH:11]([CH2:15][C:16]2[CH:21]=[CH:20][C:19]([CH2:22][CH2:23][O:24][C:25]3[CH:30]=[CH:29][C:28]([O:31][S:32]([CH3:35])(=[O:34])=[O:33])=[CH:27][CH:26]=3)=[CH:18][CH:17]=2)[C:12]([OH:14])=[O:13])=[CH:4][CH:3]=1.[C:36]([NH2:40])([CH3:39])([CH3:38])[CH3:37], predict the reaction product. The product is: [C:36]([NH2:40])([CH3:39])([CH3:38])[CH3:37].[OH:1][C:2]1[CH:7]=[CH:6][C:5]([CH2:8][CH2:9][S:10][CH:11]([CH2:15][C:16]2[CH:21]=[CH:20][C:19]([CH2:22][CH2:23][O:24][C:25]3[CH:26]=[CH:27][C:28]([O:31][S:32]([CH3:35])(=[O:34])=[O:33])=[CH:29][CH:30]=3)=[CH:18][CH:17]=2)[C:12]([OH:14])=[O:13])=[CH:4][CH:3]=1. (3) Given the reactants [CH3:1][N:2]1[C:6]2[C:7]([N+:11]([O-])=O)=[N:8][CH:9]=[CH:10][C:5]=2[NH:4][C:3]1=[O:14], predict the reaction product. The product is: [NH2:11][C:7]1[C:6]2[N:2]([CH3:1])[C:3](=[O:14])[NH:4][C:5]=2[CH:10]=[CH:9][N:8]=1. (4) Given the reactants [CH3:1][S:2](Cl)(=[O:4])=[O:3].[CH3:6][O:7][C:8]1[CH:49]=[CH:48][C:11]([CH2:12][N:13]([CH2:39][C:40]2[CH:45]=[CH:44][C:43]([O:46][CH3:47])=[CH:42][CH:41]=2)[C:14]2[N:19]=[C:18]([CH3:20])[N:17]=[C:16]([C:21]3[CH:22]=[C:23]([CH:36]([OH:38])[CH3:37])[CH:24]=[N:25][C:26]=3[NH:27][C:28]3[CH:29]=[N:30][C:31]([O:34][CH3:35])=[CH:32][CH:33]=3)[N:15]=2)=[CH:10][CH:9]=1.C(N(CC)CC)C, predict the reaction product. The product is: [CH3:1][S:2]([O:38][CH:36]([C:23]1[CH:24]=[N:25][C:26]([NH:27][C:28]2[CH:29]=[N:30][C:31]([O:34][CH3:35])=[CH:32][CH:33]=2)=[C:21]([C:16]2[N:15]=[C:14]([N:13]([CH2:12][C:11]3[CH:10]=[CH:9][C:8]([O:7][CH3:6])=[CH:49][CH:48]=3)[CH2:39][C:40]3[CH:41]=[CH:42][C:43]([O:46][CH3:47])=[CH:44][CH:45]=3)[N:19]=[C:18]([CH3:20])[N:17]=2)[CH:22]=1)[CH3:37])(=[O:4])=[O:3].